Dataset: Reaction yield outcomes from USPTO patents with 853,638 reactions. Task: Predict the reaction yield, written as a fraction of the theoretical maximum amount of product (1.0 means a 100% yield; for example, 0.34 means a 34% yield). (1) The reactants are [F:1][CH:2]([F:31])[O:3][C:4]1[CH:9]=[CH:8][C:7]([C:10]#[C:11][C:12]2[CH:13]=[C:14](/[CH:18]=N/NS(C3C=CC(C)=CC=3)(=O)=O)[CH:15]=[CH:16][CH:17]=2)=[CH:6][CH:5]=1.[CH2:32](B(CC)CC)[CH3:33].[OH-].[Na+].O. The catalyst is C1COCC1. The product is [F:31][CH:2]([F:1])[O:3][C:4]1[CH:5]=[CH:6][C:7]([C:10]#[C:11][C:12]2[CH:17]=[CH:16][CH:15]=[C:14]([CH2:18][CH2:32][CH3:33])[CH:13]=2)=[CH:8][CH:9]=1. The yield is 0.890. (2) The reactants are [F:1][C:2]1[CH:3]=[C:4]([CH:9]2[CH2:14][CH2:13][N:12]([C:15]([C:17]3[CH:18]=[N:19][C:20]4[N:21]([N:32]=[CH:33][C:34]=4[C:35](O)=[O:36])[C:22]=3[NH:23][C:24]3[CH:29]=[C:28]([CH3:30])[CH:27]=[CH:26][C:25]=3[CH3:31])=[O:16])[CH2:11][CH2:10]2)[CH:5]=[CH:6][C:7]=1[F:8].[CH:38]1([S:41]([NH2:44])(=[O:43])=[O:42])[CH2:40][CH2:39]1. No catalyst specified. The product is [F:1][C:2]1[CH:3]=[C:4]([CH:9]2[CH2:10][CH2:11][N:12]([C:15]([C:17]3[CH:18]=[N:19][C:20]4[N:21]([N:32]=[CH:33][C:34]=4[C:35]([NH:44][S:41]([CH:38]4[CH2:40][CH2:39]4)(=[O:43])=[O:42])=[O:36])[C:22]=3[NH:23][C:24]3[CH:29]=[C:28]([CH3:30])[CH:27]=[CH:26][C:25]=3[CH3:31])=[O:16])[CH2:13][CH2:14]2)[CH:5]=[CH:6][C:7]=1[F:8]. The yield is 0.650. (3) The reactants are [C:1](Cl)(=[O:8])[C:2]1[CH:7]=[CH:6][CH:5]=[CH:4][CH:3]=1.[CH2:10]1[O:12][CH:11]1[CH2:13][OH:14].N1C=CC=CC=1. The catalyst is ClCCl. The product is [C:1]([O:14][CH2:13][CH:11]1[CH2:10][O:12]1)(=[O:8])[C:2]1[CH:7]=[CH:6][CH:5]=[CH:4][CH:3]=1. The yield is 1.00. (4) The reactants are I[CH3:2].[Cl:3][C:4]1[CH:5]=[C:6]([NH:15][C:16]([N:18]2[CH2:23][CH2:22][N:21]([C@H:24]([CH2:38][OH:39])[CH2:25][CH2:26][C:27]([N:29]3[CH2:36][CH2:35][C:32]4([CH2:34][CH2:33]4)[C@H:31]([OH:37])[CH2:30]3)=[O:28])[C:20](=[O:40])[C@@H:19]2[CH3:41])=[O:17])[CH:7]=[CH:8][C:9]=1[O:10][C:11]([F:14])([F:13])[F:12]. The catalyst is C(#N)C.[Ag-]=O. The product is [Cl:3][C:4]1[CH:5]=[C:6]([N:15]([CH3:2])[C:16]([N:18]2[CH2:23][CH2:22][N:21]([C@H:24]([CH2:38][OH:39])[CH2:25][CH2:26][C:27]([N:29]3[CH2:36][CH2:35][C:32]4([CH2:33][CH2:34]4)[C@H:31]([OH:37])[CH2:30]3)=[O:28])[C:20](=[O:40])[C@@H:19]2[CH3:41])=[O:17])[CH:7]=[CH:8][C:9]=1[O:10][C:11]([F:13])([F:14])[F:12]. The yield is 0.880. (5) The reactants are C(Cl)(=O)C(Cl)=O.CS(C)=O.[O:11]1[CH2:16][CH:15]=[C:14]([C:17]([CH3:21])([CH3:20])[CH2:18][OH:19])[CH2:13][CH2:12]1.C(N(CC)CC)C. The catalyst is ClCCl.O. The product is [O:11]1[CH2:12][CH:13]=[C:14]([C:17]([CH3:21])([CH3:20])[CH:18]=[O:19])[CH2:15][CH2:16]1. The yield is 0.890.